The task is: Predict which catalyst facilitates the given reaction.. This data is from Catalyst prediction with 721,799 reactions and 888 catalyst types from USPTO. Reactant: [CH3:1][O:2][C:3]1[N:8]=[C:7]([C:9]2[N:13]3[CH2:14][CH:15](C(O)(C)C)[CH2:16][C@@H:17]([O:18][C:19]4[CH:24]=[C:23]([F:25])[C:22]([F:26])=[C:21]([F:27])[CH:20]=4)[C:12]3=[N:11][N:10]=2)[CH:6]=[CH:5][C:4]=1[N:32]1[CH:36]=[C:35]([CH3:37])[N:34]=[CH:33]1.[C:38]([OH:48])(=[O:47])[CH:39]([C:41]1[CH:46]=[CH:45][CH:44]=[CH:43][CH:42]=1)[OH:40].[CH3:49][CH2:50][CH2:51]CCC. Product: [C:38]([O:48][C:50]([C@@:17]1([O:18][C:19]2[CH:20]=[C:21]([F:27])[C:22]([F:26])=[C:23]([F:25])[CH:24]=2)[CH2:16][CH2:15][CH2:14][N:13]2[C:9]([C:7]3[CH:6]=[CH:5][C:4]([N:32]4[CH:36]=[C:35]([CH3:37])[N:34]=[CH:33]4)=[C:3]([O:2][CH3:1])[N:8]=3)=[N:10][N:11]=[C:12]12)([CH3:51])[CH3:49])(=[O:47])[C@H:39]([C:41]1[CH:46]=[CH:45][CH:44]=[CH:43][CH:42]=1)[OH:40]. The catalyst class is: 8.